This data is from Catalyst prediction with 721,799 reactions and 888 catalyst types from USPTO. The task is: Predict which catalyst facilitates the given reaction. (1) Reactant: [CH:1]1(B(O)O)[CH2:3][CH2:2]1.C(=O)([O-])[O-].[Cs+].[Cs+].O1CCOCC1.O.Br[C:21]1[CH:22]=[C:23]([NH2:27])[CH:24]=[N:25][CH:26]=1. Product: [CH:1]1([C:21]2[CH:22]=[C:23]([NH2:27])[CH:24]=[N:25][CH:26]=2)[CH2:3][CH2:2]1. The catalyst class is: 103. (2) The catalyst class is: 173. Product: [Br:21][C:22]1[CH:27]=[CH:26][N:25]=[C:24]([CH2:28][C:29]([NH:1][C:2]2[N:7]=[N:6][C:5]([CH2:8][CH2:9][CH2:10][CH2:11][N:12]3[CH:16]=[C:15]([C:17]([NH:19][CH3:20])=[O:18])[N:14]=[N:13]3)=[CH:4][CH:3]=2)=[O:30])[CH:23]=1. Reactant: [NH2:1][C:2]1[N:7]=[N:6][C:5]([CH2:8][CH2:9][CH2:10][CH2:11][N:12]2[CH:16]=[C:15]([C:17]([NH:19][CH3:20])=[O:18])[N:14]=[N:13]2)=[CH:4][CH:3]=1.[Br:21][C:22]1[CH:27]=[CH:26][N:25]=[C:24]([CH2:28][C:29](O)=[O:30])[CH:23]=1.C(P1(=O)OP(CCC)(=O)OP(CCC)(=O)O1)CC.CCN(C(C)C)C(C)C. (3) Reactant: Br[C:2]1[CH:10]=[C:9]2[C:5]([C:6]([CH3:17])=[N:7][N:8]2[C:11]2[CH:16]=[CH:15][CH:14]=[CH:13][CH:12]=2)=[CH:4][CH:3]=1.[NH:18]1[CH2:23][CH2:22][NH:21][CH2:20][CH2:19]1.C([O-])([O-])=O.[Cs+].[Cs+].C1C=CC(P(C2C(C3C(P(C4C=CC=CC=4)C4C=CC=CC=4)=CC=C4C=3C=CC=C4)=C3C(C=CC=C3)=CC=2)C2C=CC=CC=2)=CC=1. Product: [CH3:17][C:6]1[C:5]2[C:9](=[CH:10][C:2]([N:18]3[CH2:23][CH2:22][NH:21][CH2:20][CH2:19]3)=[CH:3][CH:4]=2)[N:8]([C:11]2[CH:16]=[CH:15][CH:14]=[CH:13][CH:12]=2)[N:7]=1. The catalyst class is: 11. (4) Reactant: C(OC([N:8]1[CH2:13][CH:12]=[C:11]([C:14]2[CH:15]=[N:16][C:17]([CH3:23])=[C:18]([N+:20]([O-:22])=[O:21])[CH:19]=2)[C:10]([CH3:25])([CH3:24])[CH2:9]1)=O)(C)(C)C.Cl. Product: [CH3:24][C:10]1([CH3:25])[C:11]([C:14]2[CH:15]=[N:16][C:17]([CH3:23])=[C:18]([N+:20]([O-:22])=[O:21])[CH:19]=2)=[CH:12][CH2:13][NH:8][CH2:9]1. The catalyst class is: 5.